Dataset: NCI-60 drug combinations with 297,098 pairs across 59 cell lines. Task: Regression. Given two drug SMILES strings and cell line genomic features, predict the synergy score measuring deviation from expected non-interaction effect. (1) Drug 1: CS(=O)(=O)C1=CC(=C(C=C1)C(=O)NC2=CC(=C(C=C2)Cl)C3=CC=CC=N3)Cl. Drug 2: C1CC(C1)(C(=O)O)C(=O)O.[NH2-].[NH2-].[Pt+2]. Cell line: M14. Synergy scores: CSS=17.1, Synergy_ZIP=-8.03, Synergy_Bliss=2.09, Synergy_Loewe=-13.3, Synergy_HSA=-0.914. (2) Drug 1: CC1C(C(CC(O1)OC2CC(CC3=C2C(=C4C(=C3O)C(=O)C5=C(C4=O)C(=CC=C5)OC)O)(C(=O)C)O)N)O.Cl. Drug 2: COCCOC1=C(C=C2C(=C1)C(=NC=N2)NC3=CC=CC(=C3)C#C)OCCOC.Cl. Cell line: UACC62. Synergy scores: CSS=8.85, Synergy_ZIP=-4.08, Synergy_Bliss=3.65, Synergy_Loewe=4.38, Synergy_HSA=4.95. (3) Drug 1: CCCS(=O)(=O)NC1=C(C(=C(C=C1)F)C(=O)C2=CNC3=C2C=C(C=N3)C4=CC=C(C=C4)Cl)F. Drug 2: CC1=C(C=C(C=C1)C(=O)NC2=CC(=CC(=C2)C(F)(F)F)N3C=C(N=C3)C)NC4=NC=CC(=N4)C5=CN=CC=C5. Cell line: NCI-H322M. Synergy scores: CSS=-14.2, Synergy_ZIP=6.15, Synergy_Bliss=-2.64, Synergy_Loewe=-7.32, Synergy_HSA=-10.7. (4) Drug 1: COC1=CC(=CC(=C1O)OC)C2C3C(COC3=O)C(C4=CC5=C(C=C24)OCO5)OC6C(C(C7C(O6)COC(O7)C8=CC=CS8)O)O. Drug 2: C1=CC=C(C(=C1)C(C2=CC=C(C=C2)Cl)C(Cl)Cl)Cl. Cell line: COLO 205. Synergy scores: CSS=48.5, Synergy_ZIP=8.24, Synergy_Bliss=9.04, Synergy_Loewe=-27.1, Synergy_HSA=9.84. (5) Drug 1: CC1=C2C(C(=O)C3(C(CC4C(C3C(C(C2(C)C)(CC1OC(=O)C(C(C5=CC=CC=C5)NC(=O)OC(C)(C)C)O)O)OC(=O)C6=CC=CC=C6)(CO4)OC(=O)C)OC)C)OC. Drug 2: CC1=C(C(CCC1)(C)C)C=CC(=CC=CC(=CC(=O)O)C)C. Cell line: CAKI-1. Synergy scores: CSS=52.1, Synergy_ZIP=5.04, Synergy_Bliss=5.39, Synergy_Loewe=4.97, Synergy_HSA=12.1. (6) Drug 1: CC1=C(C=C(C=C1)C(=O)NC2=CC(=CC(=C2)C(F)(F)F)N3C=C(N=C3)C)NC4=NC=CC(=N4)C5=CN=CC=C5. Drug 2: C1C(C(OC1N2C=NC3=C2NC=NCC3O)CO)O. Cell line: K-562. Synergy scores: CSS=43.7, Synergy_ZIP=2.38, Synergy_Bliss=-0.214, Synergy_Loewe=-26.3, Synergy_HSA=-6.28. (7) Drug 2: CC1CCC2CC(C(=CC=CC=CC(CC(C(=O)C(C(C(=CC(C(=O)CC(OC(=O)C3CCCCN3C(=O)C(=O)C1(O2)O)C(C)CC4CCC(C(C4)OC)OCCO)C)C)O)OC)C)C)C)OC. Cell line: MOLT-4. Synergy scores: CSS=7.45, Synergy_ZIP=0.348, Synergy_Bliss=1.87, Synergy_Loewe=-8.57, Synergy_HSA=0.991. Drug 1: CCC(=C(C1=CC=CC=C1)C2=CC=C(C=C2)OCCN(C)C)C3=CC=CC=C3.C(C(=O)O)C(CC(=O)O)(C(=O)O)O.